From a dataset of Full USPTO retrosynthesis dataset with 1.9M reactions from patents (1976-2016). Predict the reactants needed to synthesize the given product. (1) Given the product [N:25]1([CH2:24][CH2:23][CH2:22][O:21][C:18]2[CH:17]=[CH:16][C:15]([N:7]3[C:8]4[C:13](=[CH:12][CH:11]=[CH:10][CH:9]=4)[CH:14]=[C:6]3[CH2:4][OH:3])=[CH:20][CH:19]=2)[CH2:29][CH2:28][CH2:27][CH2:26]1, predict the reactants needed to synthesize it. The reactants are: C([O:3][C:4]([C:6]1[N:7]([C:15]2[CH:20]=[CH:19][C:18]([O:21][CH2:22][CH2:23][CH2:24][N:25]3[CH2:29][CH2:28][CH2:27][CH2:26]3)=[CH:17][CH:16]=2)[C:8]2[C:13]([CH:14]=1)=[CH:12][CH:11]=[CH:10][CH:9]=2)=O)C.[H-].[Al+3].[Li+].[H-].[H-].[H-].O.[OH-].[Na+]. (2) Given the product [Cl:19][C:14]1[CH:15]=[CH:16][CH:17]=[CH:18][C:13]=1[S:10]([N:9]([CH2:20][CH:21]([CH3:23])[CH3:22])[CH2:8][C:6]1[CH:5]=[CH:4][CH:3]=[C:2]([C:32]2[CH:31]=[CH:30][CH:29]=[C:28]([S:25]([CH3:24])(=[O:27])=[O:26])[CH:33]=2)[N:7]=1)(=[O:12])=[O:11], predict the reactants needed to synthesize it. The reactants are: Br[C:2]1[N:7]=[C:6]([CH2:8][N:9]([CH2:20][CH:21]([CH3:23])[CH3:22])[S:10]([C:13]2[CH:18]=[CH:17][CH:16]=[CH:15][C:14]=2[Cl:19])(=[O:12])=[O:11])[CH:5]=[CH:4][CH:3]=1.[CH3:24][S:25]([C:28]1[CH:29]=[C:30](B(O)O)[CH:31]=[CH:32][CH:33]=1)(=[O:27])=[O:26].C([O-])([O-])=O.[Na+].[Na+]. (3) Given the product [CH3:1][O:2][S:3]([O-:6])(=[O:5])=[O:4].[CH2:22]([N:19]([CH2:20][CH3:21])[C:16]([CH3:18])([CH3:17])[C:15]([C:12]1[CH:11]=[CH:10][C:9]([S+:8]([CH3:25])[CH3:7])=[CH:14][CH:13]=1)=[O:24])[CH3:23], predict the reactants needed to synthesize it. The reactants are: [CH3:1][O:2][S:3]([O-:6])(=[O:5])=[O:4].[CH3:7][S+:8]([CH3:25])[C:9]1[CH:14]=[CH:13][C:12]([C:15](=[O:24])[C:16]([NH+:19]([CH2:22][CH3:23])[CH2:20][CH3:21])([CH3:18])[CH3:17])=[CH:11][CH:10]=1.COS([O-])(=O)=O.C(=O)([O-])[O-].[Na+].[Na+]. (4) Given the product [Br:1][C:2]1[C:3]([CH3:10])=[C:4]([N:5]([CH3:6])[C:34]([C:24]23[CH2:33][CH:28]4[CH2:29][CH:30]([CH2:32][CH:26]([CH2:27]4)[CH2:25]2)[CH2:31]3)=[O:35])[CH:7]=[CH:8][CH:9]=1, predict the reactants needed to synthesize it. The reactants are: [Br:1][C:2]1[C:3]([CH3:10])=[C:4]([CH:7]=[CH:8][CH:9]=1)[NH:5][CH3:6].C(N(C(C)C)CC)(C)C.ClCCCl.[C:24]12([C:34](Cl)=[O:35])[CH2:33][CH:28]3[CH2:29][CH:30]([CH2:32][CH:26]([CH2:27]3)[CH2:25]1)[CH2:31]2. (5) Given the product [C:16]1([C:3]2[C:2]([C:23]3[CH:28]=[CH:27][C:26]([CH3:29])=[CH:25][CH:24]=3)=[N:11][C:10]3[C:5](=[CH:6][CH:7]=[C:8]([C:12]([O:14][CH3:15])=[O:13])[CH:9]=3)[N:4]=2)[CH:21]=[CH:20][CH:19]=[CH:18][CH:17]=1, predict the reactants needed to synthesize it. The reactants are: Cl[C:2]1[C:3]([C:16]2[CH:21]=[CH:20][CH:19]=[CH:18][CH:17]=2)=[N:4][C:5]2[C:10]([N:11]=1)=[CH:9][C:8]([C:12]([O:14][CH3:15])=[O:13])=[CH:7][CH:6]=2.B(O)(O)[C:23]1[CH:24]=[CH:25][C:26]([CH3:29])=[CH:27][CH:28]=1.